Dataset: Forward reaction prediction with 1.9M reactions from USPTO patents (1976-2016). Task: Predict the product of the given reaction. Given the reactants Br[C:2]1[CH:28]=[CH:27][C:5]2[C:6]3[N:7]=[C:8]([C:14]4[N:15]([CH2:19][CH2:20][N:21]5[CH2:26][CH2:25][O:24][CH2:23][CH2:22]5)[N:16]=[CH:17][N:18]=4)[S:9][C:10]=3[CH2:11][CH2:12][O:13][C:4]=2[CH:3]=1.O1CCCCC1[O:35][CH2:36][CH2:37][N:38]1[CH:42]=[C:41](B2OC(C)(C)C(C)(C)O2)[CH:40]=[N:39]1, predict the reaction product. The product is: [N:21]1([CH2:20][CH2:19][N:15]2[C:14]([C:8]3[S:9][C:10]4[CH2:11][CH2:12][O:13][C:4]5[CH:3]=[C:2]([C:41]6[CH:40]=[N:39][N:38]([CH2:37][CH2:36][OH:35])[CH:42]=6)[CH:28]=[CH:27][C:5]=5[C:6]=4[N:7]=3)=[N:18][CH:17]=[N:16]2)[CH2:22][CH2:23][O:24][CH2:25][CH2:26]1.